Task: Predict the reaction yield, written as a fraction of the theoretical maximum amount of product (1.0 means a 100% yield; for example, 0.34 means a 34% yield).. Dataset: Reaction yield outcomes from USPTO patents with 853,638 reactions (1) The reactants are [CH2:1]([O:3][C:4]([C:6]1[C:14]2[C:9](=[CH:10][CH:11]=[CH:12][CH:13]=2)[N:8]([C:15]2[CH:16]=[N:17][CH:18]=[C:19]([C@@H:21]3[CH2:25][CH2:24][CH2:23][NH:22]3)[CH:20]=2)[CH:7]=1)=[O:5])[CH3:2].[C:26]([O:30][C:31]([N:33]([CH3:46])[C@@H:34]([CH3:45])[C:35]([NH:37][C@@H:38]([CH:42]([CH3:44])[CH3:43])[C:39](O)=[O:40])=[O:36])=[O:32])([CH3:29])([CH3:28])[CH3:27].[Cl-].COC1N=C(OC)N=C([N+]2(C)CCOCC2)N=1. The catalyst is C1COCC1. The product is [CH2:1]([O:3][C:4]([C:6]1[C:14]2[C:9](=[CH:10][CH:11]=[CH:12][CH:13]=2)[N:8]([C:15]2[CH:16]=[N:17][CH:18]=[C:19]([C@@H:21]3[CH2:25][CH2:24][CH2:23][N:22]3[C:39](=[O:40])[C@@H:38]([NH:37][C:35](=[O:36])[C@@H:34]([N:33]([C:31]([O:30][C:26]([CH3:27])([CH3:29])[CH3:28])=[O:32])[CH3:46])[CH3:45])[CH:42]([CH3:44])[CH3:43])[CH:20]=2)[CH:7]=1)=[O:5])[CH3:2]. The yield is 0.650. (2) The reactants are [F:1][C:2]1[CH:3]=[N:4][N:5]([CH3:18])[C:6]=1[C:7]1[CH:12]=[C:11]([N+:13]([O-])=O)[CH:10]=[CH:9][C:8]=1[O:16][CH3:17].[OH-].[Na+].CCOC(C)=O. The catalyst is CCO. The product is [F:1][C:2]1[CH:3]=[N:4][N:5]([CH3:18])[C:6]=1[C:7]1[CH:12]=[C:11]([NH2:13])[CH:10]=[CH:9][C:8]=1[O:16][CH3:17]. The yield is 0.470. (3) The reactants are [C:1]([NH:4][CH2:5][CH2:6][CH2:7][S:8]([O:11][CH2:12][C:13]([CH3:26])([CH3:25])[C@@H:14]([O:17][CH2:18][C:19]1[CH:24]=[CH:23][CH:22]=[CH:21][CH:20]=1)[CH:15]=C)(=[O:10])=[O:9])(=[O:3])[CH3:2].[O:27]=[O+][O-].CSC. The catalyst is ClCCl.C(O)C. The product is [C:1]([NH:4][CH2:5][CH2:6][CH2:7][S:8]([O:11][CH2:12][C:13]([CH3:25])([CH3:26])[C@@H:14]([O:17][CH2:18][C:19]1[CH:20]=[CH:21][CH:22]=[CH:23][CH:24]=1)[CH:15]=[O:27])(=[O:9])=[O:10])(=[O:3])[CH3:2]. The yield is 0.650. (4) The reactants are [Br:1][C:2]1[CH:8]=[CH:7][CH:6]=[C:5]([F:9])[C:3]=1[NH2:4].[C:10](Cl)(=[O:15])[C:11]([CH3:14])([CH3:13])[CH3:12]. The catalyst is N1C=CC=CC=1. The product is [Br:1][C:2]1[CH:8]=[CH:7][CH:6]=[C:5]([F:9])[C:3]=1[NH:4][C:10](=[O:15])[C:11]([CH3:14])([CH3:13])[CH3:12]. The yield is 0.760.